Task: Predict the reaction yield, written as a fraction of the theoretical maximum amount of product (1.0 means a 100% yield; for example, 0.34 means a 34% yield).. Dataset: Reaction yield outcomes from USPTO patents with 853,638 reactions (1) The product is [F:14][C:5]1[CH:4]=[CH:3][C:2]([B:20]2[O:24][C:23]([CH3:26])([CH3:25])[C:22]([CH3:28])([CH3:27])[O:21]2)=[CH:7][C:6]=1[C:8]1[CH:9]=[N:10][CH:11]=[CH:12][CH:13]=1. The catalyst is O1CCOCC1.C1C=CC([PH+]([C]2[CH][CH][CH][CH]2)C2C=CC=CC=2)=CC=1.C1C=CC([PH+]([C]2[CH][CH][CH][CH]2)C2C=CC=CC=2)=CC=1.C(Cl)Cl.Cl[Pd]Cl.[Fe]. The yield is 0.720. The reactants are Br[C:2]1[CH:3]=[CH:4][C:5]([F:14])=[C:6]([C:8]2[CH:9]=[N:10][CH:11]=[CH:12][CH:13]=2)[CH:7]=1.C([O-])(=O)C.[K+].[B:20]1([B:20]2[O:24][C:23]([CH3:26])([CH3:25])[C:22]([CH3:28])([CH3:27])[O:21]2)[O:24][C:23]([CH3:26])([CH3:25])[C:22]([CH3:28])([CH3:27])[O:21]1. (2) The reactants are Br[C:2]1[CH:7]=[C:6]([CH2:8][CH3:9])[CH:5]=[C:4]([Br:10])[CH:3]=1.[Li]C(C)(C)C.[CH:16]([S:19][S:19][CH:16]([CH3:18])[CH3:17])([CH3:18])[CH3:17]. The catalyst is C1COCC1. The product is [Br:10][C:4]1[CH:3]=[C:2]([S:19][CH:16]([CH3:18])[CH3:17])[CH:7]=[C:6]([CH2:8][CH3:9])[CH:5]=1. The yield is 0.720.